From a dataset of Forward reaction prediction with 1.9M reactions from USPTO patents (1976-2016). Predict the product of the given reaction. The product is: [F:24][CH2:23][CH2:22][O:18][C:15]1[CH:14]=[CH:13][C:12]([C:10]2[N:11]=[C:5]3[CH:4]=[C:3]([NH2:2])[CH:8]=[CH:7][N:6]3[CH:9]=2)=[CH:17][CH:16]=1. Given the reactants Br.[NH2:2][C:3]1[CH:8]=[CH:7][N:6]2[CH:9]=[C:10]([C:12]3[CH:17]=[CH:16][C:15]([OH:18])=[CH:14][CH:13]=3)[N:11]=[C:5]2[CH:4]=1.[H-].[Na+].Br[CH2:22][CH2:23][F:24], predict the reaction product.